From a dataset of Reaction yield outcomes from USPTO patents with 853,638 reactions. Predict the reaction yield, written as a fraction of the theoretical maximum amount of product (1.0 means a 100% yield; for example, 0.34 means a 34% yield). (1) The product is [Br:19][CH2:14][C:11]1[S:12][CH:13]=[C:9]([C:6]2[CH:7]=[CH:8][C:3]([C:2]([F:17])([F:16])[F:1])=[CH:4][CH:5]=2)[N:10]=1. The catalyst is C1(C)C=CC=CC=1. The reactants are [F:1][C:2]([F:17])([F:16])[C:3]1[CH:8]=[CH:7][C:6]([C:9]2[N:10]=[C:11]([CH2:14]O)[S:12][CH:13]=2)=[CH:5][CH:4]=1.P(Br)(Br)[Br:19].O. The yield is 0.250. (2) The reactants are [C:1]1([NH:7][S:8]([C:11]2[CH:16]=[CH:15][CH:14]=[CH:13][C:12]=2[CH:17]=[CH:18][C:19]([OH:21])=O)(=[O:10])=[O:9])[CH:6]=[CH:5][CH:4]=[CH:3][CH:2]=1.[Cl:22]CCl. The catalyst is CN(C)C=O. The product is [C:1]1([NH:7][S:8]([C:11]2[CH:16]=[CH:15][CH:14]=[CH:13][C:12]=2[CH:17]=[CH:18][C:19]([Cl:22])=[O:21])(=[O:10])=[O:9])[CH:6]=[CH:5][CH:4]=[CH:3][CH:2]=1. The yield is 0.990. (3) The reactants are [CH3:1][N:2]1[CH2:7][CH2:6][O:5][C:4]2[CH:8]=[CH:9][CH:10]=[CH:11][C:3]1=2.[S:12]([Cl:16])(=O)(=[O:14])[OH:13]. The product is [CH3:1][N:2]1[CH2:7][CH2:6][O:5][C:4]2[CH:8]=[CH:9][C:10]([S:12]([Cl:16])(=[O:14])=[O:13])=[CH:11][C:3]1=2. The yield is 0.270. No catalyst specified. (4) The reactants are [Cl:1][C:2]1[CH:3]=[C:4]([CH:8]=[C:9]([O:11][CH3:12])[N:10]=1)[C:5]([OH:7])=[O:6].[C:13]([O-])([O-])=O.[K+].[K+]. The catalyst is CN(C=O)C. The product is [CH3:13][O:6][C:5](=[O:7])[C:4]1[CH:8]=[C:9]([O:11][CH3:12])[N:10]=[C:2]([Cl:1])[CH:3]=1. The yield is 0.870. (5) The reactants are [Cl:1][C:2]1[CH:8]=[CH:7][CH:6]=[C:5]([CH2:9][CH3:10])[C:3]=1N.N([O-])=O.[Na+].S(=O)(=O)(O)O.CN(C)C1C=CC=CC=1.Cl.[C:30]([O:33]C(=O)C)(=[O:32])C. The catalyst is C(O)(=O)C.C1C=CC(/C=C/C(/C=C/C2C=CC=CC=2)=O)=CC=1.C1C=CC(/C=C/C(/C=C/C2C=CC=CC=2)=O)=CC=1.C1C=CC(/C=C/C(/C=C/C2C=CC=CC=2)=O)=CC=1.[Pd].[Pd].C(Cl)(Cl)Cl.S(=O)(=O)(O)N. The product is [Cl:1][C:2]1[CH:8]=[CH:7][CH:6]=[C:5]([CH2:9][CH3:10])[C:3]=1[C:30]([OH:33])=[O:32]. The yield is 0.850. (6) The reactants are [O:1]1[CH2:3][CH:2]1[CH2:4][N:5]1[CH:9]=[C:8]([C:10]2[CH:15]=[CH:14][N:13]=[CH:12][CH:11]=2)[C:7]([C:16]2[CH:21]=[CH:20][C:19]([C:22]([F:25])([F:24])[F:23])=[CH:18][CH:17]=2)=[N:6]1.[Cl:26][C:27]1[CH:43]=[CH:42][C:30]2[N:31]([CH3:41])[C:32](=[O:40])[N:33]([CH:34]3[CH2:39][CH2:38][NH:37][CH2:36][CH2:35]3)[C:29]=2[CH:28]=1.C(N(CC)CC)C. The catalyst is CCO. The product is [Cl:26][C:27]1[CH:43]=[CH:42][C:30]2[N:31]([CH3:41])[C:32](=[O:40])[N:33]([CH:34]3[CH2:39][CH2:38][N:37]([CH2:3][CH:2]([OH:1])[CH2:4][N:5]4[CH:9]=[C:8]([C:10]5[CH:11]=[CH:12][N:13]=[CH:14][CH:15]=5)[C:7]([C:16]5[CH:17]=[CH:18][C:19]([C:22]([F:25])([F:24])[F:23])=[CH:20][CH:21]=5)=[N:6]4)[CH2:36][CH2:35]3)[C:29]=2[CH:28]=1. The yield is 0.220.